Task: Regression. Given a peptide amino acid sequence and an MHC pseudo amino acid sequence, predict their binding affinity value. This is MHC class II binding data.. Dataset: Peptide-MHC class II binding affinity with 134,281 pairs from IEDB The peptide sequence is KSLFFLDEPLKSVPL. The MHC is DRB1_0701 with pseudo-sequence DRB1_0701. The binding affinity (normalized) is 0.835.